Dataset: Catalyst prediction with 721,799 reactions and 888 catalyst types from USPTO. Task: Predict which catalyst facilitates the given reaction. (1) Reactant: C(O[C:5](=[O:7])[CH3:6])(=O)C.[CH3:8][C:9]1[N:14]=[CH:13][C:12](/[CH:15]=[CH:16]/[C:17]2[C:25]3[NH:24][C:23]4[CH2:26][CH2:27][NH:28][CH2:29][C:22]=4[C:21]=3[CH:20]=[CH:19][CH:18]=2)=[CH:11][CH:10]=1. Product: [C:5]([N:28]1[CH2:27][CH2:26][C:23]2[NH:24][C:25]3[C:17](/[CH:16]=[CH:15]/[C:12]4[CH:13]=[N:14][C:9]([CH3:8])=[CH:10][CH:11]=4)=[CH:18][CH:19]=[CH:20][C:21]=3[C:22]=2[CH2:29]1)(=[O:7])[CH3:6]. The catalyst class is: 15. (2) Reactant: [NH2:1][C:2]1[C:10]([NH2:11])=[C:9]([F:12])[C:8]([O:13][CH3:14])=[C:7]([F:15])[C:3]=1[C:4]([OH:6])=[O:5].COC(C1C2N=C(N)[NH:25][C:24]=2C=CC=1)=O.BrC#N. Product: [NH2:25][C:24]1[NH:11][C:10]2[C:9]([F:12])=[C:8]([O:13][CH3:14])[C:7]([F:15])=[C:3]([C:4]([OH:6])=[O:5])[C:2]=2[N:1]=1. The catalyst class is: 5. (3) Reactant: [NH2:1][C:2]1([CH2:16][OH:17])[C:11]2([CH2:14][O:13][CH2:12]2)[CH2:10][O:9][C:8]2[C:3]1=[CH:4][C:5]([Br:15])=[CH:6][CH:7]=2.C([O-])(O)=O.[Na+].[Cl:23][CH2:24][C:25](Cl)=[O:26]. Product: [Br:15][C:5]1[CH:4]=[C:3]2[C:8](=[CH:7][CH:6]=1)[O:9][CH2:10][C:11]1([CH2:14][O:13][CH2:12]1)[C:2]2([NH:1][C:25](=[O:26])[CH2:24][Cl:23])[CH2:16][OH:17]. The catalyst class is: 2. (4) Reactant: COC1C=CC(C[N:8](CC2C=CC(OC)=CC=2)[C:9]2[N:14]=[C:13]([CH3:15])[N:12]=[C:11]([C:16]3[C:17]([NH:22][C:23]4[CH:24]=[CH:25][C:26]([NH:29][C:30]([NH:32][C:33]5[CH:38]=[CH:37][CH:36]=[C:35]([F:39])[CH:34]=5)=[O:31])=[N:27][CH:28]=4)=[N:18][CH:19]=[CH:20][CH:21]=3)[N:10]=2)=CC=1.FC(F)(F)S(O)(=O)=O.C(=O)(O)[O-].[Na+]. Product: [NH2:8][C:9]1[N:14]=[C:13]([CH3:15])[N:12]=[C:11]([C:16]2[C:17]([NH:22][C:23]3[CH:24]=[CH:25][C:26]([NH:29][C:30]([NH:32][C:33]4[CH:38]=[CH:37][CH:36]=[C:35]([F:39])[CH:34]=4)=[O:31])=[N:27][CH:28]=3)=[N:18][CH:19]=[CH:20][CH:21]=2)[N:10]=1. The catalyst class is: 67. (5) The catalyst class is: 3. Product: [C:1]([O:5][C:6]([NH:8][C:9]1([C:14]([O:16][CH2:23][C:24]2[CH:29]=[CH:28][CH:27]=[CH:26][CH:25]=2)=[O:15])[CH2:13][CH2:12][O:11][CH2:10]1)=[O:7])([CH3:4])([CH3:2])[CH3:3]. Reactant: [C:1]([O:5][C:6]([NH:8][C:9]1([C:14]([OH:16])=[O:15])[CH2:13][CH2:12][O:11][CH2:10]1)=[O:7])([CH3:4])([CH3:3])[CH3:2].C([O-])([O-])=O.[K+].[K+].[CH2:23](Br)[C:24]1[CH:29]=[CH:28][CH:27]=[CH:26][CH:25]=1. (6) Reactant: [OH:1][CH2:2][CH2:3][N:4]([CH3:12])[C:5](=[O:11])[O:6][C:7]([CH3:10])([CH3:9])[CH3:8].C(N(CC)CC)C.S(=O)(=O)=O.N1C=CC=CC=1.CO. Product: [CH3:12][N:4]([CH2:3][CH:2]=[O:1])[C:5](=[O:11])[O:6][C:7]([CH3:10])([CH3:8])[CH3:9]. The catalyst class is: 764.